From a dataset of Experimentally validated miRNA-target interactions with 360,000+ pairs, plus equal number of negative samples. Binary Classification. Given a miRNA mature sequence and a target amino acid sequence, predict their likelihood of interaction. (1) The miRNA is hsa-miR-6858-3p with sequence CAGCCAGCCCCUGCUCACCCCU. The protein sequence of the target gene is MKYLRHRRPNATLILAIGAFTLLLFSLLVSPPTCKVQEQPPAIPEALAWPTPPTRPAPAPCHANTSMVTHPDFATQPQHVQNFLLYRHCRHFPLLQDVPPSKCAQPVFLLLVIKSSPSNYVRRELLRRTWGRERKVRGLQLRLLFLVGTASNPHEARKVNRLLELEAQTHGDILQWDFHDSFFNLTLKQVLFLQWQETRCANASFVLNGDDDVFAHTDNMVFYLQDHDPGRHLFVGQLIQNVGPIRAFWSKYYVPEVVTQNERYPPYCGGGGFLLSRFTAAALRRAAHVLDIFPIDDVFL.... Result: 0 (no interaction). (2) The miRNA is hsa-miR-26b-5p with sequence UUCAAGUAAUUCAGGAUAGGU. The protein sequence of the target gene is MACLLETPIRMSVLSEVTASSRHYVDRLFDPDPQKVLQGVIDMKNAVIGNNKQKANLIVLGAVPRLLYLLQQETSSTELKTECAVVLGSLAMGTENNVKSLLDCHIIPALLQGLLSPDLKFIEACLRCLRTIFTSPVTPEELLYTDATVIPHLMALLSRSRYTQEYICQIFSHCCKGPDHQTILFNHGAVQNIAHLLTSLSYKVRMQALKCFSVLAFENPQVSMTLVNVLVDGELLPQIFVKMLQRDKPIEMQLTSAKCLTYMCRAGAIRTDDNCIVLKTLPCLVRMCSKERLLEERVEG.... Result: 1 (interaction). (3) The miRNA is hsa-miR-548ay-3p with sequence CAAAACCGCGAUUACUCUUGCA. The protein sequence of the target gene is MYSQQFGTVPREFKGPTPKAVIIRAKPPKAQRAEQHLKRIQRSYHKYHTTLASIKSNEENRLKCDWIQRNNHKTFDSLVQARVQDAMQGFVINTEERRNKLRELLASEENEYFSEMQLKGETIEEKKDKMRERTKLLREKKEKERQEFVAEKLDQQFRERCEELRTKLASIHEKKVVEERNAQIEFNKELKRQKLVEEHLFARLWEEDRLAKERREAQEEKRQRELVQNTRLGLDAQVTSIQAQRQGARRMKEEEARILEQNKAQIKREDEQEKLQKQKRRQETRSSLKKAVQDKIESMQ.... Result: 0 (no interaction). (4) The miRNA is hsa-miR-335-5p with sequence UCAAGAGCAAUAACGAAAAAUGU. The protein sequence of the target gene is MSHAAEPARDGVEASAEGPRAVFVLLEERRPADSAQLLSLNSLLPESGIVADIELENVLDPDSFYELKSQPLPLRSSLPISLQATPATPATLSASSSAGGSRTPAMSSSSSSRVLLRQQLMRAQAQEQERRERREQAAAAPFPSPAPASPAISVVGVSAGGHTLSRPPPAQVPREVLKVQTHLENPTRYHLQQARRQQVKQYLSTTLGPKLASQALTPPPGPASAQPLPAPEAAHTTGPTGSAPNSPMALLTIGSSSEKEIDDVIDEIISLESSYNDEMLSYLPGGTTGLQLPSTLPVSG.... Result: 1 (interaction).